Dataset: hERG Central: cardiac toxicity at 1µM, 10µM, and general inhibition. Task: Predict hERG channel inhibition at various concentrations. (1) The drug is Cc1ccc(C(C)C)c(OCCCn2ccnc2C)c1.O=C(O)C(=O)O. Results: hERG_inhib (hERG inhibition (general)): blocker. (2) The compound is CN(Cc1cc2ccccc2[nH]c1=O)C(=O)C1CCCCC1. Results: hERG_inhib (hERG inhibition (general)): blocker.